Predict the reaction yield, written as a fraction of the theoretical maximum amount of product (1.0 means a 100% yield; for example, 0.34 means a 34% yield). From a dataset of Reaction yield outcomes from USPTO patents with 853,638 reactions. The reactants are Cl[C:2]1[C:11]2[C:6](=[CH:7][C:8]([O:14][CH3:15])=[C:9]([O:12][CH3:13])[CH:10]=2)[N:5]=[CH:4][CH:3]=1.[Br:16][C:17]1[C:26]2[C:21](=[CH:22][C:23]([Br:27])=[CH:24][CH:25]=2)[CH:20]=[CH:19][C:18]=1[OH:28].O. The catalyst is CN(C)C1C=CN=CC=1.ClC1C=CC=CC=1Cl. The product is [Br:16][C:17]1[C:26]2[C:21](=[CH:22][C:23]([Br:27])=[CH:24][CH:25]=2)[CH:20]=[CH:19][C:18]=1[O:28][C:2]1[C:11]2[C:6](=[CH:7][C:8]([O:14][CH3:15])=[C:9]([O:12][CH3:13])[CH:10]=2)[N:5]=[CH:4][CH:3]=1. The yield is 0.670.